From a dataset of Full USPTO retrosynthesis dataset with 1.9M reactions from patents (1976-2016). Predict the reactants needed to synthesize the given product. (1) Given the product [OH:1][C:2]([CH3:34])([CH3:35])[CH2:3][C@@:4]1([C:28]2[CH:33]=[CH:32][CH:31]=[CH:30][CH:29]=2)[O:9][C:8](=[O:10])[N:7]([C@H:11]([C:13]2[CH:14]=[CH:15][C:16]([C:37]3[CH:42]=[CH:41][N:40]=[C:39]([C:43]4([S:46]([CH3:49])(=[O:48])=[O:47])[CH2:45][CH2:44]4)[CH:38]=3)=[CH:17][CH:18]=2)[CH3:12])[CH2:6][CH2:5]1, predict the reactants needed to synthesize it. The reactants are: [OH:1][C:2]([CH3:35])([CH3:34])[CH2:3][C@@:4]1([C:28]2[CH:33]=[CH:32][CH:31]=[CH:30][CH:29]=2)[O:9][C:8](=[O:10])[N:7]([C@H:11]([C:13]2[CH:18]=[CH:17][C:16](B3OC(C)(C)C(C)(C)O3)=[CH:15][CH:14]=2)[CH3:12])[CH2:6][CH2:5]1.Br[C:37]1[CH:42]=[CH:41][N:40]=[C:39]([C:43]2([S:46]([CH3:49])(=[O:48])=[O:47])[CH2:45][CH2:44]2)[CH:38]=1. (2) The reactants are: [F:1][C:2]([F:41])([F:40])[C:3]1[CH:4]=[C:5]([CH:33]=[C:34]([C:36]([F:39])([F:38])[F:37])[CH:35]=1)[CH2:6][N:7]([CH2:14][C:15]1[CH:20]=[C:19]([C:21]([F:24])([F:23])[F:22])[CH:18]=[CH:17][C:16]=1[CH:25](Br)[CH:26]1[CH2:31][CH2:30][CH2:29][CH2:28][CH2:27]1)[C:8]1[N:9]=[N:10][N:11]([CH3:13])[N:12]=1.[CH3:42][S-:43].[Na+]. Given the product [F:1][C:2]([F:41])([F:40])[C:3]1[CH:4]=[C:5]([CH:33]=[C:34]([C:36]([F:39])([F:38])[F:37])[CH:35]=1)[CH2:6][N:7]([CH2:14][C:15]1[CH:20]=[C:19]([C:21]([F:24])([F:23])[F:22])[CH:18]=[CH:17][C:16]=1[CH:25]([CH:26]1[CH2:31][CH2:30][CH2:29][CH2:28][CH2:27]1)[S:43][CH3:42])[C:8]1[N:9]=[N:10][N:11]([CH3:13])[N:12]=1, predict the reactants needed to synthesize it. (3) Given the product [CH3:18][N:19]([CH2:27][CH2:28][N:29]([CH3:30])[CH2:16][C:15]1[N:11]([CH:8]2[CH2:7][CH2:6][C:5]3([CH2:1][CH2:2][CH2:3][CH2:4]3)[CH2:10][CH2:9]2)[N:12]=[CH:13][CH:14]=1)[C:20](=[O:26])[O:21][C:22]([CH3:25])([CH3:24])[CH3:23], predict the reactants needed to synthesize it. The reactants are: [CH2:1]1[C:5]2([CH2:10][CH2:9][CH:8]([N:11]3[C:15]([CH:16]=O)=[CH:14][CH:13]=[N:12]3)[CH2:7][CH2:6]2)[CH2:4][CH2:3][CH2:2]1.[CH3:18][N:19]([CH2:27][CH2:28][NH:29][CH3:30])[C:20](=[O:26])[O:21][C:22]([CH3:25])([CH3:24])[CH3:23].